From a dataset of Forward reaction prediction with 1.9M reactions from USPTO patents (1976-2016). Predict the product of the given reaction. (1) Given the reactants [Cl:1][C:2]1[CH:7]=[C:6](F)[CH:5]=[CH:4][C:3]=1[CH2:9][NH:10][C:11](=[O:22])[C@@H:12]1[CH2:16][C:15]([CH3:18])([CH3:17])[C:14](=[O:19])[N:13]1[CH2:20][CH3:21].ClC1C([C:30]([F:33])([F:32])[F:31])=CC=CC=1CN, predict the reaction product. The product is: [Cl:1][C:2]1[C:7]([C:30]([F:33])([F:32])[F:31])=[CH:6][CH:5]=[CH:4][C:3]=1[CH2:9][NH:10][C:11](=[O:22])[C@@H:12]1[CH2:16][C:15]([CH3:18])([CH3:17])[C:14](=[O:19])[N:13]1[CH2:20][CH3:21]. (2) Given the reactants [CH2:1]([C@:8]12[CH2:18][CH2:17][C:16](=[O:19])[CH2:15][C@@H:14]1[CH2:13][CH2:12][CH2:11][C:10]1[CH:20]=[C:21]([O:24][S:25]([C:28]([F:31])([F:30])[F:29])(=[O:27])=[O:26])[CH:22]=[CH:23][C:9]2=1)[C:2]1[CH:7]=[CH:6][CH:5]=[CH:4][CH:3]=1.[CH2:32]([C@@:39]12[CH2:49][CH2:48][C:47](=[O:50])[CH2:46][C@H:45]1[CH2:44][CH2:43][CH2:42][C:41]1[CH:51]=[C:52]([O:55][S:56]([C:59]([F:62])([F:61])[F:60])(=[O:58])=[O:57])[CH:53]=[CH:54][C:40]2=1)[C:33]1[CH:38]=[CH:37][CH:36]=[CH:35][CH:34]=1.CCCC[N+](CCCC)(CCCC)CCCC.[F-].[F:81][C:82]([Si](C)(C)C)([F:84])[F:83], predict the reaction product. The product is: [CH2:1]([C@:8]12[CH2:18][CH2:17][C@@:16]([OH:19])([C:59]([F:62])([F:61])[F:60])[CH2:15][C@@H:14]1[CH2:13][CH2:12][CH2:11][C:10]1[CH:20]=[C:21]([O:24][S:25]([C:28]([F:31])([F:29])[F:30])(=[O:27])=[O:26])[CH:22]=[CH:23][C:9]2=1)[C:2]1[CH:3]=[CH:4][CH:5]=[CH:6][CH:7]=1.[CH2:32]([C@@:39]12[CH2:49][CH2:48][C@:47]([OH:50])([C:82]([F:84])([F:83])[F:81])[CH2:46][C@H:45]1[CH2:44][CH2:43][CH2:42][C:41]1[CH:51]=[C:52]([O:55][S:56]([C:59]([F:62])([F:60])[F:61])(=[O:58])=[O:57])[CH:53]=[CH:54][C:40]2=1)[C:33]1[CH:34]=[CH:35][CH:36]=[CH:37][CH:38]=1. (3) Given the reactants C([O-])(=O)C.[NH4+].FC(F)(F)S(O[C:12]1[C:13]([CH3:59])([CH3:58])[C@H:14]2[C@:27]([CH3:30])([CH2:28][CH:29]=1)[C@@H:26]1[C@:17]([CH3:57])([C@@:18]3([CH3:56])[C@H:23]([CH2:24][CH2:25]1)[C@H:22]1[C@H:31]([C:34]([CH3:36])=[CH2:35])[CH2:32][CH2:33][C@:21]1([CH2:37][O:38][Si:39]([C:52]([CH3:55])([CH3:54])[CH3:53])([C:46]1[CH:51]=[CH:50][CH:49]=[CH:48][CH:47]=1)[C:40]1[CH:45]=[CH:44][CH:43]=[CH:42][CH:41]=1)[CH2:20][CH2:19]3)[CH2:16][CH2:15]2)(=O)=O.[CH3:62][O:63][C:64]([C:66]1[CH:71]=[CH:70][C:69](B(O)O)=[CH:68][CH:67]=1)=[O:65].C([O-])([O-])=O.[Na+].[Na+], predict the reaction product. The product is: [Si:39]([O:38][CH2:37][C@:21]12[CH2:33][CH2:32][C@@H:31]([C:34]([CH3:36])=[CH2:35])[C@@H:22]1[C@@H:23]1[C@@:18]([CH3:56])([CH2:19][CH2:20]2)[C@@:17]2([CH3:57])[C@@H:26]([C@:27]3([CH3:30])[C@@H:14]([CH2:15][CH2:16]2)[C:13]([CH3:59])([CH3:58])[C:12]([C:69]2[CH:70]=[CH:71][C:66]([C:64]([O:63][CH3:62])=[O:65])=[CH:67][CH:68]=2)=[CH:29][CH2:28]3)[CH2:25][CH2:24]1)([C:52]([CH3:55])([CH3:54])[CH3:53])([C:46]1[CH:47]=[CH:48][CH:49]=[CH:50][CH:51]=1)[C:40]1[CH:41]=[CH:42][CH:43]=[CH:44][CH:45]=1. (4) Given the reactants [B-](F)(F)(F)F.CN(C(ON1C(=O)CCC1=O)=[N+](C)C)C.[F:21][C:22]1[CH:23]=[C:24]([N:29]2[CH2:33][CH2:32][CH2:31][C@@H:30]2[C:34]2[CH:35]=[C:36]([C:51]([OH:53])=O)[CH:37]=[C:38]3[C:43]=2[O:42][C:41]([N:44]2[CH2:49][CH2:48][O:47][CH2:46][CH2:45]2)=[CH:40][C:39]3=[O:50])[CH:25]=[C:26]([F:28])[CH:27]=1.CCN(C(C)C)C(C)C.[NH:63]1[CH2:68][CH2:67][O:66][CH2:65][CH2:64]1, predict the reaction product. The product is: [F:28][C:26]1[CH:25]=[C:24]([N:29]2[CH2:33][CH2:32][CH2:31][C@@H:30]2[C:34]2[CH:35]=[C:36]([C:51]([N:63]3[CH2:68][CH2:67][O:66][CH2:65][CH2:64]3)=[O:53])[CH:37]=[C:38]3[C:43]=2[O:42][C:41]([N:44]2[CH2:45][CH2:46][O:47][CH2:48][CH2:49]2)=[CH:40][C:39]3=[O:50])[CH:23]=[C:22]([F:21])[CH:27]=1. (5) Given the reactants Br.Br.Br[CH2:4][C:5]1[N:6]=[C:7]([C:10]2[CH:15]=[CH:14][N:13]=[CH:12][CH:11]=2)[NH:8][CH:9]=1.CN(C=O)C.C(N(CC)CC)C.[N-:28]=[N+:29]=[N-:30].[Na+], predict the reaction product. The product is: [N:28]([CH2:4][C:5]1[NH:6][C:7]([C:10]2[CH:15]=[CH:14][N:13]=[CH:12][CH:11]=2)=[N:8][CH:9]=1)=[N+:29]=[N-:30]. (6) Given the reactants [C:1]([O:5][C:6]([N:8]1[CH2:12][C@H:11]([F:13])[CH2:10][C@H:9]1[C:14]([NH:16][CH2:17][C:18]1[N:23]=[CH:22][C:21]([C:24]([OH:26])=O)=[C:20]([C:27]2[CH:28]=[N:29][C:30]([C:33]([F:36])([F:35])[F:34])=[CH:31][CH:32]=2)[CH:19]=1)=[O:15])=[O:7])([CH3:4])([CH3:3])[CH3:2].[NH4+].[Cl-].C[N:40](C(ON1N=NC2C=CC=NC1=2)=[N+](C)C)C.F[P-](F)(F)(F)(F)F.CCN(C(C)C)C(C)C, predict the reaction product. The product is: [C:24]([C:21]1[C:20]([C:27]2[CH:28]=[N:29][C:30]([C:33]([F:36])([F:35])[F:34])=[CH:31][CH:32]=2)=[CH:19][C:18]([CH2:17][NH:16][C:14]([C@@H:9]2[CH2:10][C@@H:11]([F:13])[CH2:12][N:8]2[C:6]([O:5][C:1]([CH3:2])([CH3:3])[CH3:4])=[O:7])=[O:15])=[N:23][CH:22]=1)(=[O:26])[NH2:40].